This data is from Full USPTO retrosynthesis dataset with 1.9M reactions from patents (1976-2016). The task is: Predict the reactants needed to synthesize the given product. Given the product [F:21][C:20]([F:23])([F:22])[C:15]1[CH:16]=[CH:17][CH:18]=[CH:19][C:14]=1[O:13][CH:10]1[CH2:11][CH2:12][N:7]([C:5]2[S:6][C:2]([C:24]#[N:25])=[CH:3][N:4]=2)[CH2:8][CH2:9]1, predict the reactants needed to synthesize it. The reactants are: Br[C:2]1[S:6][C:5]([N:7]2[CH2:12][CH2:11][CH:10]([O:13][C:14]3[CH:19]=[CH:18][CH:17]=[CH:16][C:15]=3[C:20]([F:23])([F:22])[F:21])[CH2:9][CH2:8]2)=[N:4][CH:3]=1.[C:24]([Cu])#[N:25].